From a dataset of Reaction yield outcomes from USPTO patents with 853,638 reactions. Predict the reaction yield, written as a fraction of the theoretical maximum amount of product (1.0 means a 100% yield; for example, 0.34 means a 34% yield). (1) The catalyst is C(Cl)Cl. The reactants are CC(OI1(OC(C)=O)(OC(C)=O)OC(=O)C2C=CC=CC1=2)=O.[OH:23][CH2:24][C:25]1[N:30]=[CH:29][C:28]([C:31]([O:33][CH3:34])=[O:32])=[CH:27][CH:26]=1. The yield is 1.05. The product is [CH:24]([C:25]1[N:30]=[CH:29][C:28]([C:31]([O:33][CH3:34])=[O:32])=[CH:27][CH:26]=1)=[O:23]. (2) The reactants are [Br:1][C:2]1[CH:3]=[C:4]([CH:8]=[CH:9][CH:10]=1)[C:5](Cl)=[O:6].Cl.[CH3:12][NH:13][O:14][CH3:15].C(NC(C)C)(C)C. The catalyst is C(Cl)Cl. The product is [Br:1][C:2]1[CH:3]=[C:4]([CH:8]=[CH:9][CH:10]=1)[C:5]([N:13]([O:14][CH3:15])[CH3:12])=[O:6]. The yield is 0.890. (3) The reactants are [CH3:1][NH:2][C@H:3]([C:13]([NH:15][C@H:16]([C:21]([N:23]([C@@H:25]([CH:34]([CH3:36])[CH3:35])/[CH:26]=[CH:27]/[S:28]([O:31]CC)(=[O:30])=[O:29])[CH3:24])=[O:22])[C:17]([CH3:20])([CH3:19])[CH3:18])=[O:14])[C:4]([CH3:12])([CH3:11])[C:5]1[CH:10]=[CH:9][CH:8]=[CH:7][CH:6]=1. The catalyst is CC(C)=O.[I-].C([N+](CCCC)(CCCC)CCCC)CCC. The product is [CH3:1][NH:2][C@H:3]([C:13]([NH:15][C@H:16]([C:21]([N:23]([C@@H:25]([CH:34]([CH3:36])[CH3:35])/[CH:26]=[CH:27]/[S:28]([OH:31])(=[O:30])=[O:29])[CH3:24])=[O:22])[C:17]([CH3:20])([CH3:19])[CH3:18])=[O:14])[C:4]([CH3:11])([CH3:12])[C:5]1[CH:6]=[CH:7][CH:8]=[CH:9][CH:10]=1. The yield is 0.280. (4) The reactants are [O:1]=[C:2]1[CH2:7][NH:6][CH2:5][CH2:4][N:3]1[C:8]1[CH:13]=[CH:12][C:11]([S:14]([NH:17][C:18]2[S:19][CH:20]=[CH:21][N:22]=2)(=[O:16])=[O:15])=[CH:10][CH:9]=1.[CH3:23][C:24]([N:29]1[C:37]2[C:32](=[CH:33][CH:34]=[C:35]([C:38]([F:41])([F:40])[F:39])[CH:36]=2)[CH:31]=[CH:30]1)([CH3:28])[C:25](O)=[O:26].CN(C(ON1N=NC2C=CC=NC1=2)=[N+](C)C)C.F[P-](F)(F)(F)(F)F.C(=O)(O)[O-].[Na+]. The catalyst is CN(C=O)C. The product is [CH3:28][C:24]([N:29]1[C:37]2[C:32](=[CH:33][CH:34]=[C:35]([C:38]([F:40])([F:41])[F:39])[CH:36]=2)[CH:31]=[CH:30]1)([CH3:23])[C:25]([N:6]1[CH2:5][CH2:4][N:3]([C:8]2[CH:9]=[CH:10][C:11]([S:14]([NH:17][C:18]3[S:19][CH:20]=[CH:21][N:22]=3)(=[O:16])=[O:15])=[CH:12][CH:13]=2)[C:2](=[O:1])[CH2:7]1)=[O:26]. The yield is 0.320. (5) The reactants are CC1C=CC(S([O:11][CH2:12][C@H:13]2[CH2:17][C@H:16]([CH3:18])[N:15]([CH2:19][C:20]3[CH:25]=[CH:24][CH:23]=[CH:22][CH:21]=3)[CH2:14]2)(=O)=O)=CC=1. The catalyst is CN(C=O)C.C([O-])(=O)C.C([N+](CCCC)(CCCC)CCCC)CCC. The product is [CH2:19]([N:15]1[C@@H:16]([CH3:18])[CH2:17][C@H:13]([CH2:12][OH:11])[CH2:14]1)[C:20]1[CH:25]=[CH:24][CH:23]=[CH:22][CH:21]=1. The yield is 0.870. (6) The reactants are [C:1]([O:9][C:10]1[CH:15]=[CH:14][C:13]([OH:16])=[CH:12][CH:11]=1)(=[O:8])[C:2]1[CH:7]=[CH:6][CH:5]=[CH:4][CH:3]=1.C(=O)([O-])[O-].[K+].[K+].[Cl:23][C:24]([Cl:28])=[CH:25][CH2:26]Cl.CN(C)C=O. The catalyst is O. The product is [C:1]([O:9][C:10]1[CH:11]=[CH:12][C:13]([O:16][CH2:26][CH:25]=[C:24]([Cl:28])[Cl:23])=[CH:14][CH:15]=1)(=[O:8])[C:2]1[CH:3]=[CH:4][CH:5]=[CH:6][CH:7]=1. The yield is 0.960.